Dataset: NCI-60 drug combinations with 297,098 pairs across 59 cell lines. Task: Regression. Given two drug SMILES strings and cell line genomic features, predict the synergy score measuring deviation from expected non-interaction effect. (1) Drug 1: C1CCC(C1)C(CC#N)N2C=C(C=N2)C3=C4C=CNC4=NC=N3. Drug 2: B(C(CC(C)C)NC(=O)C(CC1=CC=CC=C1)NC(=O)C2=NC=CN=C2)(O)O. Cell line: HOP-92. Synergy scores: CSS=6.08, Synergy_ZIP=-3.02, Synergy_Bliss=-0.110, Synergy_Loewe=0.334, Synergy_HSA=0.921. (2) Drug 1: C1=CC(=CC=C1CCC2=CNC3=C2C(=O)NC(=N3)N)C(=O)NC(CCC(=O)O)C(=O)O. Drug 2: CC1=C(N=C(N=C1N)C(CC(=O)N)NCC(C(=O)N)N)C(=O)NC(C(C2=CN=CN2)OC3C(C(C(C(O3)CO)O)O)OC4C(C(C(C(O4)CO)O)OC(=O)N)O)C(=O)NC(C)C(C(C)C(=O)NC(C(C)O)C(=O)NCCC5=NC(=CS5)C6=NC(=CS6)C(=O)NCCC[S+](C)C)O. Cell line: TK-10. Synergy scores: CSS=30.2, Synergy_ZIP=-2.19, Synergy_Bliss=-5.53, Synergy_Loewe=-13.0, Synergy_HSA=-4.82. (3) Drug 1: CCN(CC)CCNC(=O)C1=C(NC(=C1C)C=C2C3=C(C=CC(=C3)F)NC2=O)C. Drug 2: CCC1(C2=C(COC1=O)C(=O)N3CC4=CC5=C(C=CC(=C5CN(C)C)O)N=C4C3=C2)O.Cl. Cell line: 786-0. Synergy scores: CSS=5.72, Synergy_ZIP=1.72, Synergy_Bliss=-3.68, Synergy_Loewe=-22.4, Synergy_HSA=-7.62.